Dataset: Reaction yield outcomes from USPTO patents with 853,638 reactions. Task: Predict the reaction yield, written as a fraction of the theoretical maximum amount of product (1.0 means a 100% yield; for example, 0.34 means a 34% yield). The reactants are [NH2:1][C@H:2]([CH:21]([CH3:23])[CH3:22])[C:3]([N:5]1[CH2:10][CH2:9][C@@:8]([C:12]2[CH:17]=[CH:16][C:15]([Cl:18])=[CH:14][CH:13]=2)([OH:11])[C:7]([CH3:20])([CH3:19])[CH2:6]1)=[O:4].[S:24]([C:28]1[CH:29]=[C:30]([CH:34]=[CH:35][CH:36]=1)[C:31](O)=[O:32])(=[O:27])(=[O:26])[NH2:25].C1C=CC2N(O)N=NC=2C=1.C(Cl)CCl.C(N(CC)CC)C. The catalyst is C(Cl)Cl. The product is [Cl:18][C:15]1[CH:14]=[CH:13][C:12]([C@@:8]2([OH:11])[CH2:9][CH2:10][N:5]([C:3](=[O:4])[C@H:2]([NH:1][C:31](=[O:32])[C:30]3[CH:34]=[CH:35][CH:36]=[C:28]([S:24](=[O:27])(=[O:26])[NH2:25])[CH:29]=3)[CH:21]([CH3:23])[CH3:22])[CH2:6][C:7]2([CH3:19])[CH3:20])=[CH:17][CH:16]=1. The yield is 0.700.